Dataset: Full USPTO retrosynthesis dataset with 1.9M reactions from patents (1976-2016). Task: Predict the reactants needed to synthesize the given product. (1) Given the product [Cl:33][C:30]1[S:29][C:28]([S:25]([NH:24][C:15]2[C:16]3[C:21](=[CH:20][CH:19]=[CH:18][C:17]=3[O:22][CH3:23])[N:13]([CH2:12][C:9]3[CH:8]=[CH:7][C:6]([CH2:5][NH:4][C:34](=[O:36])[CH3:35])=[CH:11][CH:10]=3)[N:14]=2)(=[O:27])=[O:26])=[CH:32][CH:31]=1, predict the reactants needed to synthesize it. The reactants are: C(O)=O.[NH2:4][CH2:5][C:6]1[CH:11]=[CH:10][C:9]([CH2:12][N:13]2[C:21]3[C:16](=[C:17]([O:22][CH3:23])[CH:18]=[CH:19][CH:20]=3)[C:15]([NH:24][S:25]([C:28]3[S:29][C:30]([Cl:33])=[CH:31][CH:32]=3)(=[O:27])=[O:26])=[N:14]2)=[CH:8][CH:7]=1.[C:34](O)(=[O:36])[CH3:35].CCN(C(C)C)C(C)C.CN(C(ON1N=NC2C=CC=NC1=2)=[N+](C)C)C.F[P-](F)(F)(F)(F)F. (2) Given the product [C:1]1([CH2:7][CH2:8][CH2:9][CH2:10][Br:13])[CH:6]=[CH:5][CH:4]=[CH:3][CH:2]=1, predict the reactants needed to synthesize it. The reactants are: [C:1]1([CH2:7][CH2:8][CH2:9][CH2:10]O)[CH:6]=[CH:5][CH:4]=[CH:3][CH:2]=1.C(Br)(Br)(Br)[Br:13].C1C=CC(P(C2C=CC=CC=2)C2C=CC=CC=2)=CC=1. (3) Given the product [Br:13][C:14]1[CH:15]=[CH:16][C:17]([S:20]([NH:1][C:2]2[S:3][CH:4]=[CH:5][N:6]=2)(=[O:22])=[O:21])=[N:18][CH:19]=1, predict the reactants needed to synthesize it. The reactants are: [NH2:1][C:2]1[S:3][CH:4]=[CH:5][N:6]=1.N1C=CC=CC=1.[Br:13][C:14]1[CH:15]=[CH:16][C:17]([S:20](Cl)(=[O:22])=[O:21])=[N:18][CH:19]=1. (4) Given the product [NH2:13][C:10]1[CH:11]=[CH:12][C:5]([CH2:1][CH:2]([CH3:4])[CH3:3])=[C:6]([CH:9]=1)[C:7]#[N:8], predict the reactants needed to synthesize it. The reactants are: [CH2:1]([C:5]1[CH:12]=[CH:11][C:10]([N+:13]([O-])=O)=[CH:9][C:6]=1[C:7]#[N:8])[CH:2]([CH3:4])[CH3:3].C([O-])=O.[NH4+].